Dataset: Forward reaction prediction with 1.9M reactions from USPTO patents (1976-2016). Task: Predict the product of the given reaction. (1) The product is: [S:1]1[C:5]2[CH:6]=[CH:7][CH:8]=[CH:9][C:4]=2[N:3]=[C:2]1[NH:10][C:11](=[O:21])[C:12]1[CH:17]=[CH:16][C:15]([NH2:18])=[CH:14][CH:13]=1. Given the reactants [S:1]1[C:5]2[CH:6]=[CH:7][CH:8]=[CH:9][C:4]=2[N:3]=[C:2]1[NH:10][C:11](=[O:21])[C:12]1[CH:17]=[CH:16][C:15]([N+:18]([O-])=O)=[CH:14][CH:13]=1, predict the reaction product. (2) Given the reactants [F:1][C:2]1[C:7]([OH:8])=[CH:6][CH:5]=[C:4]([F:9])[C:3]=1[NH:10][C:11](=O)[C:12]1[CH:17]=[C:16]([CH3:18])[CH:15]=[C:14]([C:19]2[CH:24]=[CH:23][CH:22]=[C:21]([F:25])[CH:20]=2)[C:13]=1[F:26].B.O, predict the reaction product. The product is: [F:1][C:2]1[C:3]([NH:10][CH2:11][C:12]2[CH:17]=[C:16]([CH3:18])[CH:15]=[C:14]([C:19]3[CH:24]=[CH:23][CH:22]=[C:21]([F:25])[CH:20]=3)[C:13]=2[F:26])=[C:4]([F:9])[CH:5]=[CH:6][C:7]=1[OH:8]. (3) Given the reactants [N:1]1[CH:6]=[CH:5][CH:4]=[CH:3][C:2]=1[CH2:7][CH2:8][NH:9][C:10]([C:12]1[N:13]([CH3:27])[C:14]([C:17]2[S:25][C:24]3[C:19](=[N:20][CH:21]=[CH:22][C:23]=3Cl)[CH:18]=2)=[CH:15][N:16]=1)=[O:11].[CH3:28][C:29]1[NH:30][C:31]2[C:36]([CH:37]=1)=[CH:35][C:34]([NH2:38])=[CH:33][CH:32]=2, predict the reaction product. The product is: [N:1]1[CH:6]=[CH:5][CH:4]=[CH:3][C:2]=1[CH2:7][CH2:8][NH:9][C:10]([C:12]1[N:13]([CH3:27])[C:14]([C:17]2[S:25][C:24]3[C:19](=[N:20][CH:21]=[CH:22][C:23]=3[NH:38][C:34]3[CH:35]=[C:36]4[C:31](=[CH:32][CH:33]=3)[NH:30][C:29]([CH3:28])=[CH:37]4)[CH:18]=2)=[CH:15][N:16]=1)=[O:11]. (4) Given the reactants [CH:1]1[C:11]2[CH2:10][CH2:9][C:8]3[CH:12]=[CH:13][CH:14]=[CH:15][C:7]=3[N:6]([CH:16]3[CH2:20][CH2:19][CH:18]([NH2:21])[CH2:17]3)[C:5]=2[CH:4]=[CH:3][CH:2]=1.C(N(CC)CC)C.[F:29][C:30]([F:43])([F:42])[O:31][C:32]1[CH:37]=[CH:36][C:35]([S:38](Cl)(=[O:40])=[O:39])=[CH:34][CH:33]=1, predict the reaction product. The product is: [CH:12]1[C:8]2[CH2:9][CH2:10][C:11]3[CH:1]=[CH:2][CH:3]=[CH:4][C:5]=3[N:6]([CH:16]3[CH2:20][CH2:19][CH:18]([NH:21][S:38]([C:35]4[CH:34]=[CH:33][C:32]([O:31][C:30]([F:29])([F:42])[F:43])=[CH:37][CH:36]=4)(=[O:40])=[O:39])[CH2:17]3)[C:7]=2[CH:15]=[CH:14][CH:13]=1. (5) Given the reactants Br[C:2]1[CH:3]=[CH:4][C:5]([CH2:9][N:10]2[CH2:15][CH2:14][N:13]([C:16]([O:18][C:19]([CH3:22])([CH3:21])[CH3:20])=[O:17])[CH2:12][CH2:11]2)=[N:6][C:7]=1[CH3:8].[CH3:23][C:24]1[CH:29]=[CH:28][CH:27]=[CH:26][C:25]=1B(O)O.C(=O)([O-])[O-].[K+].[K+].O1CCOCC1, predict the reaction product. The product is: [CH3:8][C:7]1[N:6]=[C:5]([CH2:9][N:10]2[CH2:15][CH2:14][N:13]([C:16]([O:18][C:19]([CH3:22])([CH3:21])[CH3:20])=[O:17])[CH2:12][CH2:11]2)[CH:4]=[CH:3][C:2]=1[C:25]1[CH:26]=[CH:27][CH:28]=[CH:29][C:24]=1[CH3:23]. (6) Given the reactants [NH2:1][CH2:2][CH2:3][C:4]1([NH2:13])[C:12]2[C:7](=[CH:8][CH:9]=[CH:10][CH:11]=2)[CH2:6][CH2:5]1.[C:14](=S)=[S:15].N(CCO)(CCO)CCO, predict the reaction product. The product is: [NH:1]1[CH2:2][CH2:3][C:4]2([C:12]3[C:7](=[CH:8][CH:9]=[CH:10][CH:11]=3)[CH2:6][CH2:5]2)[NH:13][C:14]1=[S:15]. (7) Given the reactants [CH:1]([N:4]1[C:8]([C:9]2[S:10][C:11]3[CH2:12][CH2:13][O:14][C:15]4[CH:22]=[C:21]([C:23]5[CH:24]=[N:25][N:26]([CH2:28][CH2:29][O:30][P:31](=[O:48])([O:40]CC6C=CC=CC=6)[O:32]CC6C=CC=CC=6)[CH:27]=5)[CH:20]=[CH:19][C:16]=4[C:17]=3[N:18]=2)=[N:7][CH:6]=[N:5]1)([CH3:3])[CH3:2], predict the reaction product. The product is: [CH:1]([N:4]1[C:8]([C:9]2[S:10][C:11]3[CH2:12][CH2:13][O:14][C:15]4[CH:22]=[C:21]([C:23]5[CH:24]=[N:25][N:26]([CH2:28][CH2:29][O:30][P:31](=[O:32])([OH:40])[OH:48])[CH:27]=5)[CH:20]=[CH:19][C:16]=4[C:17]=3[N:18]=2)=[N:7][CH:6]=[N:5]1)([CH3:3])[CH3:2]. (8) Given the reactants [OH:1][CH2:2][C:3]1[CH:34]=[CH:33][C:6]2[N:7]=[C:8]([N:10]3[CH2:15][CH2:14][N:13]([C:16](=[O:32])[C@@H:17]([NH:24][C:25](=[O:31])[O:26][C:27]([CH3:30])([CH3:29])[CH3:28])[CH2:18][C:19]4[S:20][CH:21]=[CH:22][CH:23]=4)[CH2:12][CH2:11]3)[S:9][C:5]=2[CH:4]=1.CC(OI1(OC(C)=O)(OC(C)=O)OC(=O)C2C=CC=CC1=2)=O, predict the reaction product. The product is: [CH:2]([C:3]1[CH:34]=[CH:33][C:6]2[N:7]=[C:8]([N:10]3[CH2:11][CH2:12][N:13]([C:16](=[O:32])[C@@H:17]([NH:24][C:25](=[O:31])[O:26][C:27]([CH3:28])([CH3:29])[CH3:30])[CH2:18][C:19]4[S:20][CH:21]=[CH:22][CH:23]=4)[CH2:14][CH2:15]3)[S:9][C:5]=2[CH:4]=1)=[O:1]. (9) The product is: [O:23]=[S:2]1(=[O:1])[CH2:7][CH2:6][N:5]([CH2:8][CH2:9][N:10]([CH2:31][CH2:32][CH2:33][O:34][CH3:35])[S:11]([C:14]2[CH:19]=[CH:18][CH:17]=[CH:16][C:15]=2[N+:20]([O-:22])=[O:21])(=[O:12])=[O:13])[CH2:4][CH2:3]1. Given the reactants [O:1]=[S:2]1(=[O:23])[CH2:7][CH2:6][N:5]([CH2:8][CH2:9][NH:10][S:11]([C:14]2[CH:19]=[CH:18][CH:17]=[CH:16][C:15]=2[N+:20]([O-:22])=[O:21])(=[O:13])=[O:12])[CH2:4][CH2:3]1.C(=O)([O-])[O-].[Cs+].[Cs+].Br[CH2:31][CH2:32][CH2:33][O:34][CH3:35].C(OCC)(=O)C, predict the reaction product.